From a dataset of Full USPTO retrosynthesis dataset with 1.9M reactions from patents (1976-2016). Predict the reactants needed to synthesize the given product. (1) Given the product [CH3:1][O:2][C:3]1[C:4]([CH2:21][N:33]2[CH2:32][CH2:31][N:30]([C:23]([O:25][C:26]([CH3:29])([CH3:28])[CH3:27])=[O:24])[CH2:35][CH2:34]2)=[C:5]2[C:9](=[CH:10][CH:11]=1)[N:8]([S:12]([C:15]1[CH:16]=[CH:17][CH:18]=[CH:19][CH:20]=1)(=[O:14])=[O:13])[CH:7]=[CH:6]2, predict the reactants needed to synthesize it. The reactants are: [CH3:1][O:2][C:3]1[CH:11]=[CH:10][C:9]2[N:8]([S:12]([C:15]3[CH:20]=[CH:19][CH:18]=[CH:17][CH:16]=3)(=[O:14])=[O:13])[CH:7]=[CH:6][C:5]=2[C:4]=1[CH:21]=O.[C:23]([N:30]1[CH2:35][CH2:34][NH:33][CH2:32][CH2:31]1)([O:25][C:26]([CH3:29])([CH3:28])[CH3:27])=[O:24].C(O)(=O)C.C(O[BH-](OC(=O)C)OC(=O)C)(=O)C.[Na+]. (2) Given the product [Na+:51].[F:49][C:2]([F:1])([F:48])[C:3]1[CH:4]=[C:5]([CH:41]=[C:42]([C:44]([F:47])([F:46])[F:45])[CH:43]=1)[CH2:6][N:7]([CH2:23][C:24]1[CH:29]=[C:28]([C:30]([F:33])([F:32])[F:31])[CH:27]=[CH:26][C:25]=1[N:34]([CH2:39][CH3:40])[CH2:35][CH2:36][O:37][CH3:38])[C:8]1[N:13]=[CH:12][C:11]([N:14]2[CH2:15][CH2:16][CH:17]([C:20]([O-:22])=[O:21])[CH2:18][CH2:19]2)=[CH:10][N:9]=1, predict the reactants needed to synthesize it. The reactants are: [F:1][C:2]([F:49])([F:48])[C:3]1[CH:4]=[C:5]([CH:41]=[C:42]([C:44]([F:47])([F:46])[F:45])[CH:43]=1)[CH2:6][N:7]([CH2:23][C:24]1[CH:29]=[C:28]([C:30]([F:33])([F:32])[F:31])[CH:27]=[CH:26][C:25]=1[N:34]([CH2:39][CH3:40])[CH2:35][CH2:36][O:37][CH3:38])[C:8]1[N:13]=[CH:12][C:11]([N:14]2[CH2:19][CH2:18][CH:17]([C:20]([OH:22])=[O:21])[CH2:16][CH2:15]2)=[CH:10][N:9]=1.[OH-].[Na+:51]. (3) Given the product [N:7]1[C:16]2[CH2:15][CH2:14][CH2:13][CH2:12][C:11]=2[CH:10]=[CH:9][C:8]=1[CH2:17][CH2:18][OH:19], predict the reactants needed to synthesize it. The reactants are: [H-].[Al+3].[Li+].[H-].[H-].[H-].[N:7]1[C:16]2[CH2:15][CH2:14][CH2:13][CH2:12][C:11]=2[CH:10]=[CH:9][C:8]=1[CH2:17][C:18](OCC)=[O:19].[OH-].[Na+].S([O-])([O-])(=O)=O.[Mg+2]. (4) Given the product [CH2:3]([C:2]1[CH:1]=[CH:25][C:24]2[CH2:29][CH2:20][C:21]3[C:34](=[O:36])[C:33]4[CH:43]=[C:42]([CH:7]([CH3:8])[CH3:6])[CH:41]=[CH:40][C:39]=4[NH:38][C:37]=3[C:23]=2[CH:22]=1)[CH3:4], predict the reactants needed to synthesize it. The reactants are: [CH2:1]([Li])[CH2:2][CH2:3][CH3:4].[CH3:6][CH2:7][CH2:8]CCC.CN(CCN(C)C)C.[C:20]1(=O)[C:29]2[C:24](=[CH:25]C=CC=2)[CH2:23][CH2:22][CH2:21]1.C([C:33]12[C:43](C(C)C)=[CH:42][CH:41]=[CH:40][CH:39]1[NH:38][C:37](=O)[O:36][C:34]2=O)C.